This data is from Retrosynthesis with 50K atom-mapped reactions and 10 reaction types from USPTO. The task is: Predict the reactants needed to synthesize the given product. (1) The reactants are: CC1(C)OB(c2cn[nH]c2)OC1(C)C.ClCc1ccncc1. Given the product CC1(C)OB(c2cnn(Cc3ccncc3)c2)OC1(C)C, predict the reactants needed to synthesize it. (2) Given the product COc1ccc(CN(c2ccccc2)c2cc(Cl)nn3c(C#N)cnc23)cc1, predict the reactants needed to synthesize it. The reactants are: COc1ccc(CN(c2ccccc2)c2cc(Cl)nn3c(Br)cnc23)cc1.[C-]#N.